From a dataset of Forward reaction prediction with 1.9M reactions from USPTO patents (1976-2016). Predict the product of the given reaction. (1) Given the reactants [CH3:1][Li].[CH3:3][C@@H:4]1[CH2:9][C:8](=[O:10])[CH:7]=[CH:6][O:5]1, predict the reaction product. The product is: [CH3:3][C@@H:4]1[CH2:9][C:8](=[O:10])[CH2:7][C@@H:6]([CH3:1])[O:5]1. (2) Given the reactants [C:1]1([NH:7][C:8]([N:10]2[CH2:15][CH2:14][NH:13][CH2:12][CH2:11]2)=[O:9])[CH:6]=[CH:5][CH:4]=[CH:3][CH:2]=1.[Cl:16][C:17]1[CH:18]=[C:19]([CH:22]=[CH:23][C:24]=1[Cl:25])[CH:20]=O, predict the reaction product. The product is: [C:1]1([NH:7][C:8]([N:10]2[CH2:15][CH2:14][N:13]([CH2:20][C:19]3[CH:22]=[CH:23][C:24]([Cl:25])=[C:17]([Cl:16])[CH:18]=3)[CH2:12][CH2:11]2)=[O:9])[CH:6]=[CH:5][CH:4]=[CH:3][CH:2]=1. (3) Given the reactants [C@@H:1]1([N:10]2[CH:17]=[CH:16][C:14](=[O:15])[NH:13][C:11]2=[O:12])[O:9][C@H:6]([CH2:7][OH:8])[C@@H:4]([OH:5])[C@H:2]1[OH:3].N1C=CN=C1.[C:23]([Si:27]([CH3:30])([CH3:29])Cl)([CH3:26])([CH3:25])[CH3:24], predict the reaction product. The product is: [Si:27]([CH:7]([OH:8])[C@H:6]1[O:9][C@@H:1]([N:10]2[CH:17]=[CH:16][C:14](=[O:15])[NH:13][C:11]2=[O:12])[C@H:2]([OH:3])[C@@H:4]1[OH:5])([C:23]([CH3:26])([CH3:25])[CH3:24])([CH3:30])[CH3:29]. (4) Given the reactants C([N:4]1[C:17]2[C:12](=[CH:13][CH:14]=[C:15]([Br:18])[CH:16]=2)[C:6]2([CH2:9][S:8](=[O:11])(=[O:10])[CH2:7]2)[CH2:5]1)(=O)C.Cl, predict the reaction product. The product is: [Br:18][C:15]1[CH:16]=[C:17]2[NH:4][CH2:5][C:6]3([CH2:7][S:8](=[O:11])(=[O:10])[CH2:9]3)[C:12]2=[CH:13][CH:14]=1.